From a dataset of Full USPTO retrosynthesis dataset with 1.9M reactions from patents (1976-2016). Predict the reactants needed to synthesize the given product. (1) Given the product [Cl:1][C:2]1[CH:7]=[C:6]([CH3:8])[CH:5]=[CH:4][C:3]=1[NH:9][C:10]([CH2:12][C@@H:13]([C:20]1[O:24][N:23]=[C:22]([CH:25]2[CH2:26][CH:27]([CH2:29][C:30]([CH3:31])([CH3:32])[CH3:33])[CH2:28]2)[C:21]=1[CH:34]1[CH2:36][CH2:35]1)[CH2:14][CH2:15][C:16]([OH:18])=[O:17])=[O:11], predict the reactants needed to synthesize it. The reactants are: [Cl:1][C:2]1[CH:7]=[C:6]([CH3:8])[CH:5]=[CH:4][C:3]=1[NH:9][C:10]([CH2:12][C@@H:13]([C:20]1[O:24][N:23]=[C:22]([CH:25]2[CH2:28][CH:27]([CH2:29][C:30]([CH3:33])([CH3:32])[CH3:31])[CH2:26]2)[C:21]=1[CH:34]1[CH2:36][CH2:35]1)[CH2:14][CH2:15][C:16]([O:18]C)=[O:17])=[O:11].[OH-].[Na+]. (2) The reactants are: [Br:1][C:2]1[CH:21]=[CH:20][C:5]([CH2:6][C@@H:7]([CH2:10][CH2:11][O:12][Si:13]([C:16]([CH3:19])([CH3:18])[CH3:17])([CH3:15])[CH3:14])[CH2:8][OH:9])=[CH:4][CH:3]=1.CCN(CC)CC. Given the product [Br:1][C:2]1[CH:3]=[CH:4][C:5]([CH2:6][C@@H:7]([CH2:10][CH2:11][O:12][Si:13]([C:16]([CH3:17])([CH3:19])[CH3:18])([CH3:15])[CH3:14])[CH:8]=[O:9])=[CH:20][CH:21]=1, predict the reactants needed to synthesize it. (3) Given the product [C:39]([C:43]1[CH:44]=[C:45]([NH:55][C:5](=[O:11])[NH:20][C:21]2[CH:22]=[CH:23][C:24]([C:27]3[C:35]4[C:30](=[CH:31][CH:32]=[CH:33][CH:34]=4)[NH:29][C:28]=3[C:36]([NH2:38])=[O:37])=[CH:25][CH:26]=2)[N:46]([C:48]2[CH:49]=[CH:50][C:51]([CH3:54])=[CH:52][CH:53]=2)[N:47]=1)([CH3:42])([CH3:41])[CH3:40], predict the reactants needed to synthesize it. The reactants are: ClC(Cl)(O[C:5](=[O:11])OC(Cl)(Cl)Cl)Cl.C(N(CC)CC)C.[NH2:20][C:21]1[CH:26]=[CH:25][C:24]([C:27]2[C:35]3[C:30](=[CH:31][CH:32]=[CH:33][CH:34]=3)[NH:29][C:28]=2[C:36]([NH2:38])=[O:37])=[CH:23][CH:22]=1.[C:39]([C:43]1[CH:44]=[C:45]([NH2:55])[N:46]([C:48]2[CH:53]=[CH:52][C:51]([CH3:54])=[CH:50][CH:49]=2)[N:47]=1)([CH3:42])([CH3:41])[CH3:40]. (4) Given the product [CH3:14][O:8][C:3]1[CH2:2][O:1][CH2:7][CH2:6][CH2:5][N:4]=1, predict the reactants needed to synthesize it. The reactants are: [O:1]1[CH:7]=[CH:6][CH:5]=[N:4][C:3](=[O:8])[CH2:2]1.F[B-](F)(F)F.[CH3:14][O+](C)C. (5) Given the product [F:31][C:32]([F:36])([F:35])[CH2:33][NH:34][C:12]1[N:13]=[C:8]([C:5]2[CH:6]=[CH:7][C:2]([F:1])=[CH:3][C:4]=2[CH3:30])[C:9]2[CH:21]=[CH:20][C:19](=[O:22])[N:18]([C:23]3[CH:28]=[CH:27][CH:26]=[CH:25][C:24]=3[F:29])[C:10]=2[N:11]=1, predict the reactants needed to synthesize it. The reactants are: [F:1][C:2]1[CH:7]=[CH:6][C:5]([C:8]2[C:9]3[CH:21]=[CH:20][C:19](=[O:22])[N:18]([C:23]4[CH:28]=[CH:27][CH:26]=[CH:25][C:24]=4[F:29])[C:10]=3[N:11]=[C:12](S(C)(=O)=O)[N:13]=2)=[C:4]([CH3:30])[CH:3]=1.[F:31][C:32]([F:36])([F:35])[CH2:33][NH2:34].